From a dataset of NCI-60 drug combinations with 297,098 pairs across 59 cell lines. Regression. Given two drug SMILES strings and cell line genomic features, predict the synergy score measuring deviation from expected non-interaction effect. (1) Drug 1: C1CN1C2=NC(=NC(=N2)N3CC3)N4CC4. Drug 2: C1=NC2=C(N1)C(=S)N=C(N2)N. Cell line: HT29. Synergy scores: CSS=65.4, Synergy_ZIP=-6.27, Synergy_Bliss=-4.54, Synergy_Loewe=-4.49, Synergy_HSA=-0.242. (2) Drug 1: CC(C1=C(C=CC(=C1Cl)F)Cl)OC2=C(N=CC(=C2)C3=CN(N=C3)C4CCNCC4)N. Drug 2: CC1=C(C(=CC=C1)Cl)NC(=O)C2=CN=C(S2)NC3=CC(=NC(=N3)C)N4CCN(CC4)CCO. Cell line: ACHN. Synergy scores: CSS=33.5, Synergy_ZIP=14.6, Synergy_Bliss=15.8, Synergy_Loewe=13.6, Synergy_HSA=16.4. (3) Drug 1: C#CCC(CC1=CN=C2C(=N1)C(=NC(=N2)N)N)C3=CC=C(C=C3)C(=O)NC(CCC(=O)O)C(=O)O. Drug 2: C1CNP(=O)(OC1)N(CCCl)CCCl. Cell line: COLO 205. Synergy scores: CSS=1.36, Synergy_ZIP=-1.37, Synergy_Bliss=-4.64, Synergy_Loewe=0.939, Synergy_HSA=-7.22. (4) Drug 1: CC1=C(C(=CC=C1)Cl)NC(=O)C2=CN=C(S2)NC3=CC(=NC(=N3)C)N4CCN(CC4)CCO. Drug 2: CC1CCCC2(C(O2)CC(NC(=O)CC(C(C(=O)C(C1O)C)(C)C)O)C(=CC3=CSC(=N3)C)C)C. Cell line: A498. Synergy scores: CSS=31.9, Synergy_ZIP=1.04, Synergy_Bliss=0.317, Synergy_Loewe=-9.31, Synergy_HSA=0.0610. (5) Drug 1: C1=CC=C(C=C1)NC(=O)CCCCCCC(=O)NO. Drug 2: C1CC(=O)NC(=O)C1N2C(=O)C3=CC=CC=C3C2=O. Cell line: MOLT-4. Synergy scores: CSS=16.7, Synergy_ZIP=1.76, Synergy_Bliss=2.04, Synergy_Loewe=-19.8, Synergy_HSA=-3.04.